Dataset: Forward reaction prediction with 1.9M reactions from USPTO patents (1976-2016). Task: Predict the product of the given reaction. (1) Given the reactants [NH2:1][CH:2]1[CH2:7][CH2:6][N:5]([CH2:8][C@H:9]2[C:19]3=[C:20]4[C:15](=[CH:16][CH:17]=[C:18]3[F:21])[CH:14]=[CH:13][C:12](=[O:22])[N:11]4[CH2:10]2)[CH2:4][CH2:3]1.COC[O:26][C:27]1[CH:28]=[CH:29][CH:30]=[C:31]2[C:36]=1[C:35](=[O:37])[NH:34][C:33]([CH:38]=O)=[CH:32]2.[BH4-].[Na+].[Cl:42]CCl, predict the reaction product. The product is: [ClH:42].[F:21][C:18]1[C:19]2[C@H:9]([CH2:8][N:5]3[CH2:6][CH2:7][CH:2]([NH:1][CH2:38][C:33]4[NH:34][C:35](=[O:37])[C:36]5[C:31]([CH:32]=4)=[CH:30][CH:29]=[CH:28][C:27]=5[OH:26])[CH2:3][CH2:4]3)[CH2:10][N:11]3[C:20]=2[C:15]([CH:14]=[CH:13][C:12]3=[O:22])=[CH:16][CH:17]=1. (2) Given the reactants [S:1]1[C:5]2[CH:6]=[CH:7][CH:8]=[CH:9][C:4]=2[N:3]=[C:2]1[C:10]1[C:11]([NH:22][C@H:23]2[C@@H:27]3[O:28][C:29]([CH3:32])([CH3:31])[O:30][C@@H:26]3[C@@H:25]([CH2:33][OH:34])[CH2:24]2)=[N:12][C:13](S(C)(=O)=O)=[N:14][C:15]=1[O:16][CH3:17].[CH3:35][CH2:36][Mg+].[Br-], predict the reaction product. The product is: [S:1]1[C:5]2[CH:6]=[CH:7][CH:8]=[CH:9][C:4]=2[N:3]=[C:2]1[C:10]1[C:11]([NH:22][C@H:23]2[C@@H:27]3[O:28][C:29]([CH3:31])([CH3:32])[O:30][C@@H:26]3[C@@H:25]([CH2:33][OH:34])[CH2:24]2)=[N:12][C:13]([CH2:35][CH3:36])=[N:14][C:15]=1[O:16][CH3:17]. (3) Given the reactants [NH2:1][C@@H:2]1[CH2:7][CH2:6][C@H:5]([N:8]2[C:13](=[O:14])[C:12]3[CH:15]=[C:16]([F:19])[CH:17]=[N:18][C:11]=3[N:10]([C:20]3[CH:21]=[C:22]([C:26]4[CH:31]=[CH:30][CH:29]=[CH:28][CH:27]=4)[CH:23]=[CH:24][CH:25]=3)[C:9]2=[O:32])[CH2:4][CH2:3]1.CCN(C(C)C)C(C)C.[C:42](Cl)(=[O:44])[CH3:43], predict the reaction product. The product is: [C:22]1([C:26]2[CH:31]=[CH:30][CH:29]=[CH:28][CH:27]=2)[CH:23]=[CH:24][CH:25]=[C:20]([N:10]2[C:11]3[N:18]=[CH:17][C:16]([F:19])=[CH:15][C:12]=3[C:13](=[O:14])[N:8]([C@@H:5]3[CH2:6][CH2:7][C@H:2]([NH:1][C:42](=[O:44])[CH3:43])[CH2:3][CH2:4]3)[C:9]2=[O:32])[CH:21]=1. (4) Given the reactants [C:1]([C:4]1[CH:5]=[N:6][C:7]2[C:12]([C:13]=1[NH:14][C:15]1[CH:16]=[CH:17][C:18]([N:21]3[CH2:26][CH2:25][CH2:24][C@@H:23]([NH:27]C(=O)OC(C)(C)C)[CH2:22]3)=[N:19][CH:20]=1)=[N:11][C:10]([C:35]1[CH:40]=[C:39]([Cl:41])[C:38]([OH:42])=[C:37]([Cl:43])[CH:36]=1)=[CH:9][CH:8]=2)(=[O:3])[CH3:2].C(O)(C(F)(F)F)=O, predict the reaction product. The product is: [ClH:41].[ClH:41].[ClH:41].[NH2:27][C@@H:23]1[CH2:24][CH2:25][CH2:26][N:21]([C:18]2[N:19]=[CH:20][C:15]([NH:14][C:13]3[C:12]4[C:7](=[CH:8][CH:9]=[C:10]([C:35]5[CH:36]=[C:37]([Cl:43])[C:38]([OH:42])=[C:39]([Cl:41])[CH:40]=5)[N:11]=4)[N:6]=[CH:5][C:4]=3[C:1](=[O:3])[CH3:2])=[CH:16][CH:17]=2)[CH2:22]1.